This data is from hERG Central: cardiac toxicity at 1µM, 10µM, and general inhibition. The task is: Predict hERG channel inhibition at various concentrations. (1) The drug is CCNC(=S)NNC(=O)CCc1nc2cc(Cl)ccc2n(Cc2ccccc2)c1=O. Results: hERG_inhib (hERG inhibition (general)): blocker. (2) The compound is COc1ccc(C(CNc2nc(-c3cccnc3)nc3ccccc23)N(C)C)cc1. Results: hERG_inhib (hERG inhibition (general)): blocker. (3) The compound is COCCC1CCCCN1Cc1cn(-c2ccccc2)nc1-c1ccc2c(c1)OCO2. Results: hERG_inhib (hERG inhibition (general)): blocker. (4) The drug is N#CCCN(Cc1cccnc1)C(=S)Nc1ccc(OC(F)F)cc1. Results: hERG_inhib (hERG inhibition (general)): blocker. (5) The compound is CCC1CCCCN1CC(=O)c1ccc(OC(F)F)cc1. Results: hERG_inhib (hERG inhibition (general)): blocker.